Predict the reactants needed to synthesize the given product. From a dataset of Full USPTO retrosynthesis dataset with 1.9M reactions from patents (1976-2016). (1) Given the product [CH3:4][NH2+:5][CH3:6].[C:7]([O-:15])(=[O:14])[C:8]1[CH:13]=[CH:12][CH:11]=[CH:10][CH:9]=1, predict the reactants needed to synthesize it. The reactants are: C(=O)=O.[CH3:4][NH:5][CH3:6].[C:7]([OH:15])(=[O:14])[C:8]1[CH:13]=[CH:12][CH:11]=[CH:10][CH:9]=1. (2) The reactants are: ClC1C=C(Cl)C=CC=1C1N=C(CC)C(N[C@@H]2C3C(=CC=CC=3)C[C@@H]2O)=NC=1CC.Br[C:31]1[N:32]=[C:33]([CH2:52][CH3:53])[C:34]([NH:39][CH:40]2[C:49]3[C:44](=[CH:45][CH:46]=[C:47]([O:50][CH3:51])[CH:48]=3)[CH2:43][CH2:42][CH2:41]2)=[N:35][C:36]=1[CH2:37][CH3:38].[Cl:54][C:55]1[CH:60]=[C:59]([O:61][CH3:62])[CH:58]=[CH:57][C:56]=1B(O)O. Given the product [Cl:54][C:55]1[CH:60]=[C:59]([O:61][CH3:62])[CH:58]=[CH:57][C:56]=1[C:31]1[N:32]=[C:33]([CH2:52][CH3:53])[C:34]([NH:39][CH:40]2[C:49]3[C:44](=[CH:45][CH:46]=[C:47]([O:50][CH3:51])[CH:48]=3)[CH2:43][CH2:42][CH2:41]2)=[N:35][C:36]=1[CH2:37][CH3:38], predict the reactants needed to synthesize it. (3) The reactants are: [CH3:1][C:2]1[CH:3]=[C:4]([CH:8]=[CH:9][C:10]=1[O:11][CH3:12])[C:5]([OH:7])=[O:6].S(=O)(=O)(O)O.[C:18](=O)(O)[O-].[Na+]. Given the product [CH3:1][C:2]1[CH:3]=[C:4]([CH:8]=[CH:9][C:10]=1[O:11][CH3:12])[C:5]([O:7][CH3:18])=[O:6], predict the reactants needed to synthesize it. (4) The reactants are: [OH:1][CH2:2][CH2:3][C:4]1[N:9]=[CH:8][C:7]([NH:10][C:11](=[O:17])[O:12][C:13]([CH3:16])([CH3:15])[CH3:14])=[CH:6][CH:5]=1.CCN(C(C)C)C(C)C.[CH3:27][S:28](Cl)(=[O:30])=[O:29].O. Given the product [CH3:27][S:28]([O:1][CH2:2][CH2:3][C:4]1[CH:5]=[CH:6][C:7]([NH:10][C:11]([O:12][C:13]([CH3:14])([CH3:16])[CH3:15])=[O:17])=[CH:8][N:9]=1)(=[O:30])=[O:29], predict the reactants needed to synthesize it. (5) The reactants are: Cl[C:2]1[N:11]=[CH:10][C:9]2[N:8]([CH2:12][C:13]([NH:15][CH2:16][CH:17]3[CH2:22][CH2:21][O:20][CH2:19][CH2:18]3)=[O:14])[CH2:7][C@@H:6]3[CH2:23][O:24][CH2:25][CH2:26][N:5]3[C:4]=2[N:3]=1.CC1(C)C(C)(C)OB([C:35]2[CH:36]=[C:37]([C:41]([OH:44])([CH3:43])[CH3:42])[CH:38]=[CH:39][CH:40]=2)O1.C(=O)([O-])[O-].[Na+].[Na+]. Given the product [OH:44][C:41]([C:37]1[CH:36]=[C:35]([C:2]2[N:11]=[CH:10][C:9]3[N:8]([CH2:12][C:13]([NH:15][CH2:16][CH:17]4[CH2:22][CH2:21][O:20][CH2:19][CH2:18]4)=[O:14])[CH2:7][C@@H:6]4[CH2:23][O:24][CH2:25][CH2:26][N:5]4[C:4]=3[N:3]=2)[CH:40]=[CH:39][CH:38]=1)([CH3:43])[CH3:42], predict the reactants needed to synthesize it. (6) Given the product [NH2:1][C:4]1[CH:5]=[CH:6][C:7]([N:10]2[CH2:14][CH2:13][O:12][C:11]2=[O:15])=[CH:8][CH:9]=1, predict the reactants needed to synthesize it. The reactants are: [N+:1]([C:4]1[CH:9]=[CH:8][C:7]([N:10]2[CH2:14][CH2:13][O:12][C:11]2=[O:15])=[CH:6][CH:5]=1)([O-])=O. (7) The reactants are: [Cl:1][C:2]1[CH:17]=[CH:16][C:5]([CH2:6][NH:7][C:8](=[O:15])[NH:9][O:10][CH2:11][C:12]([OH:14])=O)=[CH:4][CH:3]=1.[NH2:18][C@H:19]([C:32]([N:34]([C@@H:46]([CH3:54])[CH:47]([O:51][CH2:52][CH3:53])[O:48][CH2:49][CH3:50])[CH2:35][C:36]1[CH:37]=[CH:38][CH:39]=[C:40]2[C:45]=1[N:44]=[CH:43][CH:42]=[CH:41]2)=[O:33])[CH2:20][CH2:21][CH2:22][CH2:23][NH:24][C:25](=[O:31])[O:26][C:27]([CH3:30])([CH3:29])[CH3:28]. Given the product [Cl:1][C:2]1[CH:3]=[CH:4][C:5]([CH2:6][NH:7][C:8](=[O:15])[NH:9][O:10][CH2:11][C:12](=[O:14])[NH:18][C@H:19]([C:32](=[O:33])[N:34]([C@@H:46]([CH3:54])[CH:47]([O:48][CH2:49][CH3:50])[O:51][CH2:52][CH3:53])[CH2:35][C:36]2[CH:37]=[CH:38][CH:39]=[C:40]3[C:45]=2[N:44]=[CH:43][CH:42]=[CH:41]3)[CH2:20][CH2:21][CH2:22][CH2:23][NH:24][C:25](=[O:31])[O:26][C:27]([CH3:29])([CH3:28])[CH3:30])=[CH:16][CH:17]=1, predict the reactants needed to synthesize it. (8) Given the product [Cl:15][C:10]1[CH:11]=[N:12][CH:13]=[CH:14][C:9]=1[CH:7]1[C:6]([C:16]2[CH:17]=[CH:18][C:19]([C:22]([F:23])([F:24])[F:25])=[CH:20][CH:21]=2)=[N:28][NH:27][C:29](=[O:34])[CH2:30]1, predict the reactants needed to synthesize it. The reactants are: C(OC(=O)C[CH:6]([C:16]1[CH:21]=[CH:20][C:19]([C:22]([F:25])([F:24])[F:23])=[CH:18][CH:17]=1)[C:7]([C:9]1[CH:14]=[CH:13][N:12]=[CH:11][C:10]=1[Cl:15])=O)C.[NH2:27][NH2:28].[C:29]([OH:34])(CC)(C)[CH3:30].